From a dataset of Forward reaction prediction with 1.9M reactions from USPTO patents (1976-2016). Predict the product of the given reaction. (1) Given the reactants Br[CH2:2][CH2:3][N:4]1[CH:8]=[CH:7][CH:6]=[C:5]1[C:9](=O)[CH3:10].[OH-:12].[K+].O.NN, predict the reaction product. The product is: [OH:12][CH2:2][CH2:3][N:4]1[CH:8]=[CH:7][CH:6]=[C:5]1[CH2:9][CH3:10]. (2) Given the reactants [S:1](Cl)([CH3:4])(=[O:3])=[O:2].[CH3:6][N:7]1[CH2:12][CH2:11][N:10]([C:13]2[CH:18]=[CH:17][C:16]([N+:19]([O-:21])=[O:20])=[C:15]([O:22][CH:23]([CH3:25])[CH3:24])[CH:14]=2)[CH2:9][CH:8]1[CH2:26][CH2:27][OH:28], predict the reaction product. The product is: [CH3:4][S:1]([O:28][CH2:27][CH2:26][CH:8]1[CH2:9][N:10]([C:13]2[CH:18]=[CH:17][C:16]([N+:19]([O-:21])=[O:20])=[C:15]([O:22][CH:23]([CH3:24])[CH3:25])[CH:14]=2)[CH2:11][CH2:12][N:7]1[CH3:6])(=[O:3])=[O:2]. (3) Given the reactants [C:1]([O:5][C:6]([N:8]1[CH2:13][CH2:12][NH:11][CH2:10][CH2:9]1)=[O:7])([CH3:4])([CH3:3])[CH3:2].N1C=CC=CC=1.[F:20][C:21]([F:32])([F:31])[C:22](O[C:22](=[O:23])[C:21]([F:32])([F:31])[F:20])=[O:23], predict the reaction product. The product is: [F:20][C:21]([F:32])([F:31])[C:22]([N:11]1[CH2:12][CH2:13][N:8]([C:6]([O:5][C:1]([CH3:4])([CH3:2])[CH3:3])=[O:7])[CH2:9][CH2:10]1)=[O:23]. (4) Given the reactants [Cl:1][C:2]1[CH:7]=[CH:6][C:5]([C@@H:8]2[CH2:13][CH2:12][C:11](=[O:14])[CH2:10][C@H:9]2[C:15]([O:17]C)=[O:16])=[CH:4][CH:3]=1.[OH-].[Li+].Cl.[Cl-].[Na+].O, predict the reaction product. The product is: [Cl:1][C:2]1[CH:3]=[CH:4][C:5]([C@@H:8]2[CH2:13][CH2:12][C:11](=[O:14])[CH2:10][C@H:9]2[C:15]([OH:17])=[O:16])=[CH:6][CH:7]=1. (5) Given the reactants C(OC(C1C(O)=CC2C(=CC(O[CH2:23][C:24]([N:26]3[CH2:31][CH2:30][O:29][CH2:28][CH2:27]3)=[O:25])=CC=2)C=1)=O)C1C=CC=CC=1.N1CCOCC1.[Br:38]CC(Br)=O.C(N(CC)CC)C, predict the reaction product. The product is: [Br:38][CH2:23][C:24]([N:26]1[CH2:31][CH2:30][O:29][CH2:28][CH2:27]1)=[O:25]. (6) Given the reactants [Cl:1][C:2]1[CH:3]=[CH:4][C:5]([C:20]([F:23])([F:22])[F:21])=[C:6]([CH:19]=1)[CH2:7][N:8]1[CH2:13][CH2:12][NH:11][C:10]2[N:14]=[CH:15][C:16](I)=[CH:17][C:9]1=2.C(OC([N:31]1[CH:35]=[C:34](B2OC(C)(C)C(C)(C)O2)[CH:33]=[N:32]1)=O)(C)(C)C.C(O)(C(F)(F)F)=O, predict the reaction product. The product is: [Cl:1][C:2]1[CH:3]=[CH:4][C:5]([C:20]([F:23])([F:22])[F:21])=[C:6]([CH:19]=1)[CH2:7][N:8]1[CH2:13][CH2:12][NH:11][C:10]2[N:14]=[CH:15][C:16]([C:34]3[CH:35]=[N:31][NH:32][CH:33]=3)=[CH:17][C:9]1=2. (7) Given the reactants [NH2:1][C:2]1[C:11]2[C:6](=[C:7]([C:12]3[CH:13]=[C:14]([CH:18]=[CH:19][CH:20]=3)[C:15]([OH:17])=O)[CH:8]=[CH:9][CH:10]=2)[N:5]=[N:4][C:3]=1[C:21](=[O:26])[NH:22][CH2:23][CH2:24][CH3:25].[NH:27]1[CH2:30][CH2:29][CH2:28]1.CN1CCOCC1.ON1C2C=CC=CC=2N=N1, predict the reaction product. The product is: [NH2:1][C:2]1[C:11]2[C:6](=[C:7]([C:12]3[CH:20]=[CH:19][CH:18]=[C:14]([C:15]([N:27]4[CH2:30][CH2:29][CH2:28]4)=[O:17])[CH:13]=3)[CH:8]=[CH:9][CH:10]=2)[N:5]=[N:4][C:3]=1[C:21]([NH:22][CH2:23][CH2:24][CH3:25])=[O:26].